Dataset: Forward reaction prediction with 1.9M reactions from USPTO patents (1976-2016). Task: Predict the product of the given reaction. (1) Given the reactants [CH3:1][C:2]1[C:3]2[CH:12]=[CH:11][CH:10]=[CH:9][C:4]=2[S:5][C:6]=1[CH:7]=O.CN.CC(O)=O.[C:19]([BH3-])#[N:20].[Na+], predict the reaction product. The product is: [CH3:1][C:2]1[C:3]2[CH:12]=[CH:11][CH:10]=[CH:9][C:4]=2[S:5][C:6]=1[CH2:7][NH:20][CH3:19]. (2) Given the reactants [C:1]([O:5][C:6]([N:8]([CH2:16][CH:17]=[CH2:18])[CH2:9][CH2:10][C:11]([O:13]CC)=[O:12])=[O:7])([CH3:4])([CH3:3])[CH3:2].[Li+].[OH-].OS([O-])(=O)=O.[K+], predict the reaction product. The product is: [C:1]([O:5][C:6]([N:8]([CH2:16][CH:17]=[CH2:18])[CH2:9][CH2:10][C:11]([OH:13])=[O:12])=[O:7])([CH3:4])([CH3:3])[CH3:2]. (3) Given the reactants [Br:1][C:2]1[CH:3]=[CH:4][C:5]([N:11]([CH3:13])[CH3:12])=[C:6]([C:8](=[O:10])[CH3:9])[CH:7]=1.[F:14][C:15]([F:22])([F:21])[C:16](OCC)=[O:17].C[O-].[Na+], predict the reaction product. The product is: [Br:1][C:2]1[CH:3]=[CH:4][C:5]([N:11]([CH3:12])[CH3:13])=[C:6]([C:8](=[O:10])[CH2:9][C:16](=[O:17])[C:15]([F:22])([F:21])[F:14])[CH:7]=1.